From a dataset of NCI-60 drug combinations with 297,098 pairs across 59 cell lines. Regression. Given two drug SMILES strings and cell line genomic features, predict the synergy score measuring deviation from expected non-interaction effect. (1) Drug 1: C1CCN(CC1)CCOC2=CC=C(C=C2)C(=O)C3=C(SC4=C3C=CC(=C4)O)C5=CC=C(C=C5)O. Drug 2: C1=CC(=CC=C1CC(C(=O)O)N)N(CCCl)CCCl.Cl. Cell line: M14. Synergy scores: CSS=-2.18, Synergy_ZIP=1.44, Synergy_Bliss=3.29, Synergy_Loewe=-4.53, Synergy_HSA=-4.35. (2) Drug 1: CCCCCOC(=O)NC1=NC(=O)N(C=C1F)C2C(C(C(O2)C)O)O. Drug 2: CC(C)CN1C=NC2=C1C3=CC=CC=C3N=C2N. Cell line: M14. Synergy scores: CSS=-0.971, Synergy_ZIP=4.17, Synergy_Bliss=5.24, Synergy_Loewe=-2.51, Synergy_HSA=-1.42. (3) Drug 1: CC1=C(C=C(C=C1)NC(=O)C2=CC=C(C=C2)CN3CCN(CC3)C)NC4=NC=CC(=N4)C5=CN=CC=C5. Drug 2: COCCOC1=C(C=C2C(=C1)C(=NC=N2)NC3=CC=CC(=C3)C#C)OCCOC.Cl. Cell line: SN12C. Synergy scores: CSS=4.27, Synergy_ZIP=-2.51, Synergy_Bliss=-1.25, Synergy_Loewe=-5.97, Synergy_HSA=-4.59. (4) Drug 1: CN(C)C1=NC(=NC(=N1)N(C)C)N(C)C. Drug 2: CCC(=C(C1=CC=CC=C1)C2=CC=C(C=C2)OCCN(C)C)C3=CC=CC=C3.C(C(=O)O)C(CC(=O)O)(C(=O)O)O. Cell line: CCRF-CEM. Synergy scores: CSS=-2.79, Synergy_ZIP=2.56, Synergy_Bliss=2.76, Synergy_Loewe=-5.03, Synergy_HSA=-1.41. (5) Drug 1: CC=C1C(=O)NC(C(=O)OC2CC(=O)NC(C(=O)NC(CSSCCC=C2)C(=O)N1)C(C)C)C(C)C. Drug 2: N.N.Cl[Pt+2]Cl. Cell line: SF-268. Synergy scores: CSS=92.3, Synergy_ZIP=2.85, Synergy_Bliss=1.29, Synergy_Loewe=2.54, Synergy_HSA=5.09. (6) Drug 1: C1CC(C1)(C(=O)O)C(=O)O.[NH2-].[NH2-].[Pt+2]. Drug 2: C1=NNC2=C1C(=O)NC=N2. Cell line: T-47D. Synergy scores: CSS=10.9, Synergy_ZIP=-0.886, Synergy_Bliss=2.83, Synergy_Loewe=2.83, Synergy_HSA=0.429. (7) Drug 1: CCC(=C(C1=CC=CC=C1)C2=CC=C(C=C2)OCCN(C)C)C3=CC=CC=C3.C(C(=O)O)C(CC(=O)O)(C(=O)O)O. Drug 2: CC(C)CN1C=NC2=C1C3=CC=CC=C3N=C2N. Cell line: UACC-257. Synergy scores: CSS=16.7, Synergy_ZIP=-4.06, Synergy_Bliss=1.88, Synergy_Loewe=-0.192, Synergy_HSA=-0.294. (8) Drug 1: CN1C(=O)N2C=NC(=C2N=N1)C(=O)N. Drug 2: B(C(CC(C)C)NC(=O)C(CC1=CC=CC=C1)NC(=O)C2=NC=CN=C2)(O)O. Cell line: HOP-62. Synergy scores: CSS=35.3, Synergy_ZIP=3.30, Synergy_Bliss=3.08, Synergy_Loewe=-54.7, Synergy_HSA=0.519. (9) Drug 1: C1=C(C(=O)NC(=O)N1)F. Drug 2: CC1=C(C(CCC1)(C)C)C=CC(=CC=CC(=CC(=O)O)C)C. Cell line: COLO 205. Synergy scores: CSS=55.0, Synergy_ZIP=-1.27, Synergy_Bliss=-9.00, Synergy_Loewe=-13.9, Synergy_HSA=-13.2.